Task: Predict the reaction yield, written as a fraction of the theoretical maximum amount of product (1.0 means a 100% yield; for example, 0.34 means a 34% yield).. Dataset: Reaction yield outcomes from USPTO patents with 853,638 reactions (1) The reactants are C1COCC1.[ClH:6].[NH2:7][C@H:8]([C@H:24]([C:29]1[CH:34]=[C:33]([F:35])[CH:32]=[C:31]([F:36])[CH:30]=1)[C:25]([F:28])([F:27])[F:26])[C:9](N1[C@@H](CC2C=CC=CC=2)COC1=O)=[O:10].[Li+].[BH4-].Cl. The catalyst is C(OCC)C.CO. The product is [ClH:6].[NH2:7][C@H:8]([C@H:24]([C:29]1[CH:30]=[C:31]([F:36])[CH:32]=[C:33]([F:35])[CH:34]=1)[C:25]([F:26])([F:27])[F:28])[CH2:9][OH:10]. The yield is 0.830. (2) The reactants are O.O.Cl.[NH2:4][C:5]1[N:14]=[C:13]([NH2:15])[C:12]2[C:7](=[N:8][CH:9]=[C:10]([CH2:16][N:17]([CH3:27])[C:18]3[CH:26]=[CH:25][C:21]([C:22](O)=[O:23])=[CH:20][CH:19]=3)[N:11]=2)[N:6]=1.[NH2:4][C:5]1[N:14]=[C:13]([NH2:15])[C:12]2[C:7](=[N:8][CH:9]=[C:10]([CH2:16][N:17]([C:18]3[CH:26]=[CH:25][C:21]([C:22](O)=[O:23])=[CH:20][CH:19]=3)[CH3:27])[N:11]=2)[N:6]=1.O.O.C(P(=O)(OCC)OCC)#N.CCN(C(C)C)C(C)C.[CH2:73]([O:75][P:76]([CH2:81][CH2:82][NH2:83])(=[O:80])[O:77][CH2:78][CH3:79])[CH3:74]. The catalyst is CN(C=O)C. The product is [CH2:78]([O:77][P:76]([CH2:81][CH2:82][NH:83][C:22](=[O:23])[C:21]1[CH:20]=[CH:19][C:18]([N:17]([CH2:16][C:10]2[N:11]=[C:12]3[C:7](=[N:8][CH:9]=2)[N:6]=[C:5]([NH2:4])[N:14]=[C:13]3[NH2:15])[CH3:27])=[CH:26][CH:25]=1)(=[O:80])[O:75][CH2:73][CH3:74])[CH3:79]. The yield is 0.700.